Dataset: Forward reaction prediction with 1.9M reactions from USPTO patents (1976-2016). Task: Predict the product of the given reaction. (1) Given the reactants [N+](=[CH2:3])=[N-].[CH:4](=[C:11]1[NH:15][C:14](=[O:16])[C:13]([N:17]=[O:18])=[C:12]1[OH:19])[C:5]1[CH:10]=[CH:9][CH:8]=[CH:7][CH:6]=1, predict the reaction product. The product is: [CH:4](=[C:11]1[NH:15][C:14](=[O:16])[C:13]([N:17]=[O:18])=[C:12]1[O:19][CH3:3])[C:5]1[CH:6]=[CH:7][CH:8]=[CH:9][CH:10]=1. (2) Given the reactants [F:1][C:2]1[CH:27]=[C:26]([F:28])[CH:25]=[CH:24][C:3]=1[O:4][C:5]1[C:18](=[O:19])[N:17]([CH2:20][C@H:21]([OH:23])[CH3:22])[C:8]2[N:9]=[C:10](S(C)(=O)=O)[N:11]=[CH:12][C:7]=2[CH:6]=1.[NH2:29][C@@H:30]([CH3:33])[CH2:31][OH:32], predict the reaction product. The product is: [F:1][C:2]1[CH:27]=[C:26]([F:28])[CH:25]=[CH:24][C:3]=1[O:4][C:5]1[C:18](=[O:19])[N:17]([CH2:20][C@H:21]([OH:23])[CH3:22])[C:8]2[N:9]=[C:10]([NH:29][C@@H:30]([CH3:33])[CH2:31][OH:32])[N:11]=[CH:12][C:7]=2[CH:6]=1. (3) Given the reactants CS(OCC[C:8]1[CH:13]=[CH:12][C:11]([NH:14][C:15]2[N:24]=[CH:23][C:22]3[CH2:21][C@@H:20]([C:25]4[CH:30]=[CH:29][C:28]([F:31])=[CH:27][CH:26]=4)[C:19]4[CH:32]=[CH:33][CH:34]=[CH:35][C:18]=4[C:17]=3[N:16]=2)=[CH:10][CH:9]=1)(=O)=O.[CH3:36][O:37][CH2:38][CH2:39][N:40]1[CH2:45][CH2:44][N:43]([CH2:46][CH2:47]N)[CH2:42][CH2:41]1, predict the reaction product. The product is: [F:31][C:28]1[CH:27]=[CH:26][C:25]([C@H:20]2[C:19]3[CH:32]=[CH:33][CH:34]=[CH:35][C:18]=3[C:17]3[N:16]=[C:15]([NH:14][C:11]4[CH:10]=[CH:9][C:8]([CH2:47][CH2:46][N:43]5[CH2:44][CH2:45][N:40]([CH2:39][CH2:38][O:37][CH3:36])[CH2:41][CH2:42]5)=[CH:13][CH:12]=4)[N:24]=[CH:23][C:22]=3[CH2:21]2)=[CH:30][CH:29]=1. (4) Given the reactants [CH3:1][S:2](Cl)(=[O:4])=[O:3].[N:6]([C@@H:9]1[CH2:13][O:12][CH2:11][C@H:10]1[OH:14])=[N+:7]=[N-:8].N1C=CC=CC=1.C(=O)(O)[O-].[Na+], predict the reaction product. The product is: [CH3:1][S:2]([O:14][C@H:10]1[C@H:9]([N:6]=[N+:7]=[N-:8])[CH2:13][O:12][CH2:11]1)(=[O:4])=[O:3]. (5) Given the reactants [Cl:1][C:2]1[CH:3]=[C:4]([C@H:8]2[CH2:13][CH2:12][C:11](=[O:14])[N:10]([C@@H:15]([CH2:20][CH3:21])[C:16](OC)=[O:17])[C@@H:9]2[C:22]2[CH:27]=[CH:26][C:25]([Cl:28])=[CH:24][CH:23]=2)[CH:5]=[CH:6][CH:7]=1.[BH4-].[Li+].CO, predict the reaction product. The product is: [Cl:1][C:2]1[CH:3]=[C:4]([C@@H:8]2[C@@H:9]([C:22]3[CH:27]=[CH:26][C:25]([Cl:28])=[CH:24][CH:23]=3)[N:10]([C@@H:15]([CH2:20][CH3:21])[CH2:16][OH:17])[C:11](=[O:14])[CH2:12][CH2:13]2)[CH:5]=[CH:6][CH:7]=1. (6) The product is: [C:35]([OH:42])(=[O:41])/[CH:36]=[CH:37]/[C:38]([OH:40])=[O:39].[C:35]([OH:42])(=[O:41])/[CH:36]=[CH:37]/[C:38]([OH:40])=[O:39].[CH3:1][N:2]([CH2:4][C:5]1[C:13]2[O:12][N:11]=[C:10]([CH2:14][CH2:15][CH:16]3[CH2:17][CH2:18][N:19]([CH2:22][C:23]4[CH:28]=[CH:27][CH:26]=[C:25]([F:29])[N:24]=4)[CH2:20][CH2:21]3)[C:9]=2[CH:8]=[CH:7][C:6]=1[O:30][CH2:31][CH:32]1[CH2:33][CH2:34]1)[CH3:3]. Given the reactants [CH3:1][N:2]([CH2:4][C:5]1[C:13]2[O:12][N:11]=[C:10]([CH2:14][CH2:15][CH:16]3[CH2:21][CH2:20][N:19]([CH2:22][C:23]4[CH:28]=[CH:27][CH:26]=[C:25]([F:29])[N:24]=4)[CH2:18][CH2:17]3)[C:9]=2[CH:8]=[CH:7][C:6]=1[O:30][CH2:31][CH:32]1[CH2:34][CH2:33]1)[CH3:3].[C:35]([OH:42])(=[O:41])/[CH:36]=[CH:37]/[C:38]([OH:40])=[O:39], predict the reaction product.